From a dataset of Full USPTO retrosynthesis dataset with 1.9M reactions from patents (1976-2016). Predict the reactants needed to synthesize the given product. (1) Given the product [N+:9]([C:7]1[N:8]=[C:4]2[N:5]([CH:6]=1)[CH2:12][CH2:13][CH:14]([CH2:15][O:16][C:17]1[CH:22]=[CH:21][C:20]([N:23]3[CH2:28][CH2:27][CH:26]([O:29][C:30]4[CH:35]=[CH:34][C:33]([O:36][C:37]([F:40])([F:39])[F:38])=[CH:32][CH:31]=4)[CH2:25][CH2:24]3)=[CH:19][CH:18]=1)[O:41]2)([O-:11])=[O:10], predict the reactants needed to synthesize it. The reactants are: [H-].[Na+].Cl[C:4]1[N:5]([CH2:12][CH2:13][CH:14]([OH:41])[CH2:15][O:16][C:17]2[CH:22]=[CH:21][C:20]([N:23]3[CH2:28][CH2:27][CH:26]([O:29][C:30]4[CH:35]=[CH:34][C:33]([O:36][C:37]([F:40])([F:39])[F:38])=[CH:32][CH:31]=4)[CH2:25][CH2:24]3)=[CH:19][CH:18]=2)[CH:6]=[C:7]([N+:9]([O-:11])=[O:10])[N:8]=1.[Cl-].[NH4+]. (2) Given the product [F:52][C:40]1[CH:41]=[C:42]([N:45]2[CH:50]=[CH:49][CH:48]=[CH:47][C:46]2=[O:51])[CH:43]=[CH:44][C:39]=1[NH:38][C:37]([N:8]1[CH2:12][CH2:11][C@H:10]([CH2:13][NH:14][C:15]([C:17]2[S:21][C:20]3[CH:22]=[C:23]([Cl:26])[CH:24]=[CH:25][C:19]=3[CH:18]=2)=[O:16])[CH2:9]1)=[O:36], predict the reactants needed to synthesize it. The reactants are: FC(F)(F)C(O)=O.[NH:8]1[CH2:12][CH2:11][C@H:10]([CH2:13][NH:14][C:15]([C:17]2[S:21][C:20]3[CH:22]=[C:23]([Cl:26])[CH:24]=[CH:25][C:19]=3[CH:18]=2)=[O:16])[CH2:9]1.[N+](C1C=CC([O:36][C:37](=O)[NH:38][C:39]2[CH:44]=[CH:43][C:42]([N:45]3[CH:50]=[CH:49][CH:48]=[CH:47][C:46]3=[O:51])=[CH:41][C:40]=2[F:52])=CC=1)([O-])=O. (3) Given the product [C:18]([NH:17][C:12]1[S:13][CH2:14][C@@H:15]2[CH2:16][N:8]([C:6]([O:5][C:1]([CH3:4])([CH3:3])[CH3:2])=[O:7])[CH2:9][C@:10]2([C:26]2[CH:27]=[CH:28][CH:29]=[CH:30][CH:31]=2)[N:11]=1)(=[O:25])[C:19]1[CH:20]=[CH:21][CH:22]=[CH:23][CH:24]=1, predict the reactants needed to synthesize it. The reactants are: [C:1]([O:5][C:6]([N:8]1[CH2:16][CH:15]2[C:10]([C:26]3[CH:31]=[CH:30][CH:29]=[CH:28][CH:27]=3)([N:11]=[C:12]([NH:17][C:18](=[O:25])[C:19]3[CH:24]=[CH:23][CH:22]=[CH:21][CH:20]=3)[S:13][CH2:14]2)[CH2:9]1)=[O:7])([CH3:4])([CH3:3])[CH3:2]. (4) Given the product [C:26]([O:30][C:31](=[O:52])[NH:32][CH2:33][CH2:34][C@H:35]([N:37]1[CH2:38][CH2:39][CH:40]([N:43]([CH2:44][C:45]2[CH:50]=[CH:49][CH:48]=[C:47]([Cl:51])[CH:46]=2)[C:10]([NH:4][O:3][CH3:2])=[O:11])[CH2:41][CH2:42]1)[CH3:36])([CH3:27])([CH3:28])[CH3:29], predict the reactants needed to synthesize it. The reactants are: Cl.[CH3:2][O:3][NH2:4].C1N=CN([C:10](N2C=NC=C2)=[O:11])C=1.CCN(C(C)C)C(C)C.[C:26]([O:30][C:31](=[O:52])[NH:32][CH2:33][CH2:34][C@H:35]([N:37]1[CH2:42][CH2:41][CH:40]([NH:43][CH2:44][C:45]2[CH:50]=[CH:49][CH:48]=[C:47]([Cl:51])[CH:46]=2)[CH2:39][CH2:38]1)[CH3:36])([CH3:29])([CH3:28])[CH3:27]. (5) Given the product [CH3:48][O:47][C:45](=[O:46])[CH2:44][CH2:43][CH2:42][C:41]#[C:40][CH2:39][C@@H:11]1[C@@H:10]([CH2:9][O:8][Si:1]([C:4]([CH3:7])([CH3:6])[CH3:5])([CH3:3])[CH3:2])[CH2:14][N:13]([CH2:15][C:16]2[CH:21]=[CH:20][C:19]([O:22][CH3:23])=[CH:18][C:17]=2[O:24][CH3:25])[C:12]1=[O:26], predict the reactants needed to synthesize it. The reactants are: [Si:1]([O:8][CH2:9][CH:10]1[CH2:14][N:13]([CH2:15][C:16]2[CH:21]=[CH:20][C:19]([O:22][CH3:23])=[CH:18][C:17]=2[O:24][CH3:25])[C:12](=[O:26])[CH2:11]1)([C:4]([CH3:7])([CH3:6])[CH3:5])([CH3:3])[CH3:2].CN(C)P(N(C)C)(N(C)C)=O.I[CH2:39][C:40]#[C:41][CH2:42][CH2:43][CH2:44][C:45]([O:47][CH3:48])=[O:46].